This data is from Full USPTO retrosynthesis dataset with 1.9M reactions from patents (1976-2016). The task is: Predict the reactants needed to synthesize the given product. (1) Given the product [C:9]([O:12][C:13](=[O:14])[NH:7][CH2:6][C:2]1[O:1][CH:5]=[CH:4][CH:3]=1)([CH3:11])([CH3:10])[CH3:8], predict the reactants needed to synthesize it. The reactants are: [O:1]1[CH:5]=[CH:4][CH:3]=[C:2]1[CH2:6][NH2:7].[CH3:8][C:9]([O:12][C:13](O[C:13]([O:12][C:9]([CH3:11])([CH3:10])[CH3:8])=[O:14])=[O:14])([CH3:11])[CH3:10]. (2) Given the product [CH2:1]([NH+:3]([CH2:6][CH3:7])[CH2:4][CH3:5])[CH3:2].[C:34]([C:33]([C:32]#[N:36])=[C:13]1[C:14](=[O:31])[C:15]([O-:30])=[C:16]1[CH:17]=[C:18]1[C:26]([CH3:27])([CH3:28])[C:25]2[C:20](=[CH:21][CH:22]=[CH:23][CH:24]=2)[N:19]1[CH3:29])#[N:35], predict the reactants needed to synthesize it. The reactants are: [CH2:1]([N:3]([CH2:6][CH3:7])[CH2:4][CH3:5])[CH3:2].C(O[C:13]1[C:14](=[O:31])[C:15](=[O:30])[C:16]=1[CH:17]=[C:18]1[C:26]([CH3:28])([CH3:27])[C:25]2[C:20](=[CH:21][CH:22]=[CH:23][CH:24]=2)[N:19]1[CH3:29])CCC.[C:32](#[N:36])[CH2:33][C:34]#[N:35]. (3) Given the product [CH3:1][O:2][C:3](=[O:15])[CH2:4][CH2:5][C:6]1[CH:7]=[C:8]2[CH:14]=[CH:13][NH:12][C:9]2=[N:10][CH:11]=1, predict the reactants needed to synthesize it. The reactants are: [CH3:1][O:2][C:3](=[O:15])/[CH:4]=[CH:5]/[C:6]1[CH:7]=[C:8]2[CH:14]=[CH:13][NH:12][C:9]2=[N:10][CH:11]=1. (4) Given the product [OH:10][C:7]1[CH:8]=[CH:9][C:4]([CH2:3][CH2:2][NH:1][C:17](=[O:18])[O:19][C:20]([CH3:23])([CH3:22])[CH3:21])=[CH:5][CH:6]=1, predict the reactants needed to synthesize it. The reactants are: [NH2:1][CH2:2][CH2:3][C:4]1[CH:9]=[CH:8][C:7]([OH:10])=[CH:6][CH:5]=1.C(=O)([O-])[O-].[K+].[K+].[C:17](O[C:17]([O:19][C:20]([CH3:23])([CH3:22])[CH3:21])=[O:18])([O:19][C:20]([CH3:23])([CH3:22])[CH3:21])=[O:18]. (5) Given the product [CH2:28]([O:35][CH2:36][CH2:37][CH2:38][N:39]([CH3:40])[CH2:25][CH2:24][CH2:23][CH2:22][CH2:21][C@@H:11]1[CH2:10][C:9]2[CH:8]=[C:7]([OH:27])[CH:6]=[CH:5][C:4]=2[C@@H:3]2[C@@H:12]1[C@H:13]1[C@@:17]([CH2:19][C@@H:2]2[F:1])([CH3:18])[C@@H:16]([OH:20])[CH2:15][CH2:14]1)[C:29]1[CH:34]=[CH:33][CH:32]=[CH:31][CH:30]=1, predict the reactants needed to synthesize it. The reactants are: [F:1][C@H:2]1[CH2:19][C@@:17]2([CH3:18])[C@@H:13]([CH2:14][CH2:15][C@@H:16]2[OH:20])[C@H:12]2[C@H:3]1[C:4]1[CH:5]=[CH:6][C:7]([OH:27])=[CH:8][C:9]=1[CH2:10][C@H:11]2[CH2:21][CH2:22][CH2:23][CH2:24][CH2:25]I.[CH2:28]([O:35][CH2:36][CH2:37][CH2:38][NH:39][CH3:40])[C:29]1[CH:34]=[CH:33][CH:32]=[CH:31][CH:30]=1.[Cl-].[Na+]. (6) Given the product [C@@H:10]12[CH2:16][C@@H:13]([CH2:14][CH2:15]1)[CH2:12][C@@H:11]2[NH:17][C:18]1[S:19][C:20]([C:25]([F:7])([CH3:27])[CH3:26])([CH3:24])[C:21](=[O:23])[N:22]=1, predict the reactants needed to synthesize it. The reactants are: CCN(S(F)(F)[F:7])CC.[C@@H:10]12[CH2:16][C@@H:13]([CH2:14][CH2:15]1)[CH2:12][C@@H:11]2[NH:17][C:18]1[S:19][C:20]([C:25](O)([CH3:27])[CH3:26])([CH3:24])[C:21](=[O:23])[N:22]=1. (7) Given the product [CH3:37][O:36][C:31]1[CH:32]=[CH:33][CH:34]=[CH:35][C:30]=1[C:29]1[N:23]2[C:24]([CH:25]=[N:26][C:21]([NH:20][C:17]3[CH:18]=[CH:19][C:14]([CH:11]4[CH2:12][CH2:13][NH:8][CH2:9][CH2:10]4)=[CH:15][C:16]=3[O:38][CH3:39])=[N:22]2)=[CH:27][CH:28]=1, predict the reactants needed to synthesize it. The reactants are: C(OC([N:8]1[CH2:13][CH2:12][CH:11]([C:14]2[CH:19]=[CH:18][C:17]([NH:20][C:21]3[N:26]=[CH:25][C:24]4=[CH:27][CH:28]=[C:29]([C:30]5[CH:35]=[CH:34][CH:33]=[CH:32][C:31]=5[O:36][CH3:37])[N:23]4[N:22]=3)=[C:16]([O:38][CH3:39])[CH:15]=2)[CH2:10][CH2:9]1)=O)(C)(C)C.FC(F)(F)C(O)=O. (8) Given the product [F:1][C:2]1[CH:3]=[C:4]([C:9]([N:11]2[CH2:16][CH2:15][CH2:14][C@H:13]([N:26]3[N:27]=[N:28][C:24]([C:18]4[CH:23]=[CH:22][CH:21]=[CH:20][CH:19]=4)=[N:25]3)[CH2:12]2)=[O:10])[CH:5]=[CH:6][C:7]=1[F:8], predict the reactants needed to synthesize it. The reactants are: [F:1][C:2]1[CH:3]=[C:4]([C:9]([N:11]2[CH2:16][CH2:15][CH2:14][C@@H:13](O)[CH2:12]2)=[O:10])[CH:5]=[CH:6][C:7]=1[F:8].[C:18]1([C:24]2[NH:28][N:27]=[N:26][N:25]=2)[CH:23]=[CH:22][CH:21]=[CH:20][CH:19]=1. (9) The reactants are: C([S:8][C:9]1[CH:10]=[C:11]2[C:16](=[CH:17][CH:18]=1)[N:15]([C:19]1[CH:24]=[CH:23][C:22]([Br:25])=[CH:21][C:20]=1[O:26][CH3:27])[C:14](=[O:28])[CH:13]=[CH:12]2)C1C=CC=CC=1.ClN1C(C)(C)C(=[O:37])N(Cl)C1=O.[F:40][C:41]1[C:46]([OH:47])=[C:45]([F:48])[C:44]([F:49])=[C:43]([F:50])[C:42]=1[F:51].C(N(CC)CC)C.[OH2:59]. Given the product [Br:25][C:22]1[CH:23]=[CH:24][C:19]([N:15]2[C:16]3[C:11](=[CH:10][C:9]([S:8]([O:47][C:46]4[C:41]([F:40])=[C:42]([F:51])[C:43]([F:50])=[C:44]([F:49])[C:45]=4[F:48])(=[O:37])=[O:59])=[CH:18][CH:17]=3)[CH:12]=[CH:13][C:14]2=[O:28])=[C:20]([O:26][CH3:27])[CH:21]=1, predict the reactants needed to synthesize it.